From a dataset of In vitro SARS-CoV-2 activity screen of 1,480 approved drugs from Prestwick library. Binary Classification. Given a drug SMILES string, predict its activity (active/inactive) in a high-throughput screening assay against a specified biological target. The compound is O=c1[nH]c2cc(Cl)ccc2o1. The result is 0 (inactive).